Dataset: Drug-target binding data from BindingDB using Ki measurements. Task: Regression. Given a target protein amino acid sequence and a drug SMILES string, predict the binding affinity score between them. We predict pKi (pKi = -log10(Ki in M); higher means stronger inhibition). Dataset: bindingdb_ki. The drug is Nc1ncnc2c1ncn2[C@@H]1O/C(=C/F)[C@H](O)[C@@H]1O. The target protein (P10760) has sequence MADKLPYKVADIGLAAWGRKALDIAENEMPGLMRMREMYSASKPLKGARIAGCLHMTVETAVLIETLVALGAEVRWSSCNIFSTQDHAAAAIAKAGIPVFAWKGETDEEYLWCIEQTLHFKDGPLNMILDDGGDLTNLIHTKHPQLLSGIRGISEETTTGVHNLYKMMANGILKVPAINVNDSVTKSKFDNLYGCRESLIDGIKRATDVMIAGKVAVVAGYGDVGKGCAQALRGFGARVIITEIDPINALQAAMEGYEVTTMDEACKEGNIFVTTTGCVDIILGRHFEQMKDDAIVCNIGHFDVEIDVKWLNENAVEKVNIKPQVDRYLLKNGHRIILLAEGRLVNLGCAMGHPSFVMSNSFTNQVMAQIELWTHPDKYPVGVHFLPKKLDEAVAEAHLGKLNVKLTKLTEKQAQYLGMPINGPFKPDHYRY. The pKi is 7.4.